This data is from Full USPTO retrosynthesis dataset with 1.9M reactions from patents (1976-2016). The task is: Predict the reactants needed to synthesize the given product. (1) Given the product [CH3:35][N:36]([N:38]=[C:7]1[CH:12]=[CH:11][C:10]([NH:13][C:14](=[O:34])[CH:15]([C:27]2[CH:32]=[CH:31][CH:30]=[CH:29][C:28]=2[Br:33])[NH:16][C:17]([NH:19][C:20]2[CH:25]=[CH:24][C:23]([Cl:26])=[CH:22][CH:21]=2)=[O:18])=[CH:9][CH2:8]1)[CH3:37], predict the reactants needed to synthesize it. The reactants are: CN1CCN=C1[C:7]1[CH:12]=[CH:11][C:10]([NH:13][C:14](=[O:34])[CH:15]([C:27]2[CH:32]=[CH:31][CH:30]=[CH:29][C:28]=2[Br:33])[NH:16][C:17]([NH:19][C:20]2[CH:25]=[CH:24][C:23]([Cl:26])=[CH:22][CH:21]=2)=[O:18])=[CH:9][CH:8]=1.[CH3:35][N:36]([N:38]=C1C=CC(N)=CC1)[CH3:37].C(Cl)CCl. (2) Given the product [F:27][CH2:2][CH2:3][CH2:4][C:5]([CH2:10][C:11]1[CH:16]=[CH:15][C:14]([C:17]([F:20])([F:19])[F:18])=[CH:13][CH:12]=1)([C:8]#[N:9])[C:6]#[N:7], predict the reactants needed to synthesize it. The reactants are: O[CH2:2][CH2:3][CH2:4][C:5]([CH2:10][C:11]1[CH:16]=[CH:15][C:14]([C:17]([F:20])([F:19])[F:18])=[CH:13][CH:12]=1)([C:8]#[N:9])[C:6]#[N:7].C(N(S(F)(F)[F:27])CC)C.